From a dataset of Peptide-MHC class I binding affinity with 185,985 pairs from IEDB/IMGT. Regression. Given a peptide amino acid sequence and an MHC pseudo amino acid sequence, predict their binding affinity value. This is MHC class I binding data. (1) The peptide sequence is FFPLELPGI. The MHC is Mamu-A01 with pseudo-sequence Mamu-A01. The binding affinity (normalized) is 0. (2) The MHC is HLA-A02:01 with pseudo-sequence HLA-A02:01. The binding affinity (normalized) is 0. The peptide sequence is HVASGAGEAAI. (3) The peptide sequence is LTGGTGVGK. The MHC is HLA-A11:01 with pseudo-sequence HLA-A11:01. The binding affinity (normalized) is 0.362. (4) The peptide sequence is LLPLTSLVI. The MHC is HLA-A02:01 with pseudo-sequence HLA-A02:01. The binding affinity (normalized) is 0.347.